From a dataset of Peptide-MHC class II binding affinity with 134,281 pairs from IEDB. Regression. Given a peptide amino acid sequence and an MHC pseudo amino acid sequence, predict their binding affinity value. This is MHC class II binding data. (1) The peptide sequence is ASLTEALRVIAGALE. The MHC is DRB1_1501 with pseudo-sequence DRB1_1501. The binding affinity (normalized) is 0.350. (2) The peptide sequence is FERLAITKGKVDPTD. The MHC is HLA-DPA10201-DPB10101 with pseudo-sequence HLA-DPA10201-DPB10101. The binding affinity (normalized) is 0.232.